From a dataset of Full USPTO retrosynthesis dataset with 1.9M reactions from patents (1976-2016). Predict the reactants needed to synthesize the given product. (1) Given the product [CH3:1][O:2][C:3]1[CH:8]=[C:7]([O:9][CH3:10])[N:6]=[CH:5][C:4]=1[NH:11][CH:22]=[C:16]1[C:17](=[O:19])[O:18][C:13]([CH3:21])([CH3:12])[O:14][C:15]1=[O:20], predict the reactants needed to synthesize it. The reactants are: [CH3:1][O:2][C:3]1[CH:8]=[C:7]([O:9][CH3:10])[N:6]=[CH:5][C:4]=1[NH2:11].[CH3:12][C:13]1([CH3:21])[O:18][C:17](=[O:19])[CH2:16][C:15](=[O:20])[O:14]1.[CH:22](OC)(OC)OC. (2) Given the product [NH2:11][C:6]1[CH:7]=[CH:8][CH:9]=[C:2]([F:1])[C:3]=1[C:4]#[N:5], predict the reactants needed to synthesize it. The reactants are: [F:1][C:2]1[CH:9]=[CH:8][CH:7]=[C:6](F)[C:3]=1[C:4]#[N:5].[NH3:11].